From a dataset of Forward reaction prediction with 1.9M reactions from USPTO patents (1976-2016). Predict the product of the given reaction. (1) Given the reactants [CH3:1][C:2]1[CH:11]=[CH:10][C:9]2[C:4](=[CH:5][C:6]([CH3:13])=[C:7]([OH:12])[CH:8]=2)[N:3]=1.[Br:14]Br, predict the reaction product. The product is: [Br:14][C:8]1[C:7]([OH:12])=[C:6]([CH3:13])[CH:5]=[C:4]2[C:9]=1[CH:10]=[CH:11][C:2]([CH3:1])=[N:3]2. (2) Given the reactants C(=O)([O-])O.[Na+].Cl.[NH2:7][OH:8].[F:9][C:10]([F:27])([F:26])[C:11]1[CH:16]=[CH:15][CH:14]=[C:13]([F:17])[C:12]=1[C:18]1[CH:23]=[CH:22][N:21]=[C:20]([C:24]#[N:25])[CH:19]=1, predict the reaction product. The product is: [F:27][C:10]([F:26])([F:9])[C:11]1[CH:16]=[CH:15][CH:14]=[C:13]([F:17])[C:12]=1[C:18]1[CH:23]=[CH:22][N:21]=[C:20]([C:24](=[N:7][OH:8])[NH2:25])[CH:19]=1.